Dataset: Forward reaction prediction with 1.9M reactions from USPTO patents (1976-2016). Task: Predict the product of the given reaction. The product is: [CH3:29][O:28][C:25]1[CH:24]=[CH:23][C:22]([CH2:21][N:17]2[C:18]3[N:19]=[CH:20][C:11]([CH:6]([N:52]4[CH2:51][CH2:50][O:36][CH2:54][CH2:53]4)[C:7]([F:9])([F:10])[F:8])=[CH:12][C:13]=3[C:14]3=[N:33][CH:32]=[N:31][N:15]3[C:16]2=[O:30])=[CH:27][CH:26]=1. Given the reactants CS(O[CH:6]([C:11]1[CH:20]=[N:19][C:18]2[N:17]([CH2:21][C:22]3[CH:27]=[CH:26][C:25]([O:28][CH3:29])=[CH:24][CH:23]=3)[C:16](=[O:30])[N:15]3[N:31]=[CH:32][N:33]=[C:14]3[C:13]=2[CH:12]=1)[C:7]([F:10])([F:9])[F:8])(=O)=O.CS(Cl)(=O)=[O:36].COC1C=CC(CN2[C:51]3[N:52]=[CH:53][C:54](C(O)C(F)(F)F)=C[C:50]=3C3=NC=NN3C2=O)=CC=1, predict the reaction product.